Dataset: Full USPTO retrosynthesis dataset with 1.9M reactions from patents (1976-2016). Task: Predict the reactants needed to synthesize the given product. (1) The reactants are: [Br:1][C:2]1[C:7](=[O:8])[N:6]([CH2:9][C:10]([NH:12][CH2:13][C:14]2[CH:19]=[CH:18][N:17]=[C:16]([C:20]#[N:21])[CH:15]=2)=[O:11])[N:5]=[CH:4][C:3]=1[NH:22][C@@H:23]1[CH2:28][C@@H:27]2[CH2:29][C@@H:25]([C:26]2([CH3:31])[CH3:30])[C@H:24]1[CH3:32].C(OCC)(=[O:35])C. Given the product [Br:1][C:2]1[C:7](=[O:8])[N:6]([CH2:9][C:10]([NH:12][CH2:13][C:14]2[CH:19]=[CH:18][N:17]=[C:16]([C:20]([NH2:21])=[O:35])[CH:15]=2)=[O:11])[N:5]=[CH:4][C:3]=1[NH:22][C@@H:23]1[CH2:28][C@@H:27]2[CH2:29][C@@H:25]([C:26]2([CH3:31])[CH3:30])[C@H:24]1[CH3:32], predict the reactants needed to synthesize it. (2) Given the product [CH2:7]([C:12]1[CH:20]=[CH:19][C:15]([CH2:16][OH:17])=[CH:14][CH:13]=1)[C:8]([CH3:11])([CH3:10])[CH3:9], predict the reactants needed to synthesize it. The reactants are: [H-].[Al+3].[Li+].[H-].[H-].[H-].[CH2:7]([C:12]1[CH:20]=[CH:19][C:15]([C:16](O)=[O:17])=[CH:14][CH:13]=1)[C:8]([CH3:11])([CH3:10])[CH3:9].O.[OH-].[Na+].